Dataset: Full USPTO retrosynthesis dataset with 1.9M reactions from patents (1976-2016). Task: Predict the reactants needed to synthesize the given product. (1) Given the product [CH2:19]([N:21]([CH2:24][CH2:25][O:1][N:2]1[C:3](=[O:12])[C:4]2=[CH:11][CH:10]=[CH:9][CH:8]=[C:5]2[C:6]1=[O:7])[CH2:22][CH3:23])[CH3:20], predict the reactants needed to synthesize it. The reactants are: [OH:1][N:2]1[C:6](=[O:7])[C:5]2=[CH:8][CH:9]=[CH:10][CH:11]=[C:4]2[C:3]1=[O:12].C(=O)([O-])[O-].[K+].[K+].[CH2:19]([N:21]([CH2:24][CH2:25]Cl)[CH2:22][CH3:23])[CH3:20].O. (2) Given the product [CH3:9][O:8][C:5]1[N:6]=[CH:7][C:2]([NH:11][CH3:10])=[CH:3][CH:4]=1, predict the reactants needed to synthesize it. The reactants are: Br[C:2]1[CH:3]=[CH:4][C:5]([O:8][CH3:9])=[N:6][CH:7]=1.[CH3:10][NH2:11]. (3) Given the product [I:1][C:2]1[CH:3]=[C:4]([C:8]2[N:9]=[N:10][N:11]([CH2:21][CH2:22][CH2:23][OH:24])[N:12]=2)[CH:5]=[CH:6][CH:7]=1, predict the reactants needed to synthesize it. The reactants are: [I:1][C:2]1[CH:3]=[C:4]([C:8]2[N:9]=[N:10][NH:11][N:12]=2)[CH:5]=[CH:6][CH:7]=1.C(N(CC)CC)C.Br[CH2:21][CH2:22][CH2:23][OH:24]. (4) Given the product [Br:9][CH2:10][CH2:11][CH2:12][CH2:13][CH2:14][CH2:15][CH2:16][CH2:17][CH2:18][O:19][Si:1]([C:4]([CH3:7])([CH3:6])[CH3:5])([CH3:3])[CH3:2], predict the reactants needed to synthesize it. The reactants are: [Si:1](Cl)([C:4]([CH3:7])([CH3:6])[CH3:5])([CH3:3])[CH3:2].[Br:9][CH2:10][CH2:11][CH2:12][CH2:13][CH2:14][CH2:15][CH2:16][CH2:17][CH2:18][OH:19].N1C=CN=C1.